This data is from Catalyst prediction with 721,799 reactions and 888 catalyst types from USPTO. The task is: Predict which catalyst facilitates the given reaction. (1) Reactant: [C:1]1([C:7]2[C:12]([C:13]3[CH:18]=[CH:17][CH:16]=[CH:15][CH:14]=3)=[CH:11][CH:10]=[CH:9][N:8]=2)[CH:6]=[CH:5][CH:4]=[CH:3][CH:2]=1.ClC1C=C(C=CC=1)C(OO)=[O:24]. Product: [C:1]1([C:7]2[C:12]([C:13]3[CH:18]=[CH:17][CH:16]=[CH:15][CH:14]=3)=[CH:11][CH:10]=[CH:9][N+:8]=2[O-:24])[CH:2]=[CH:3][CH:4]=[CH:5][CH:6]=1. The catalyst class is: 22. (2) Reactant: [NH2:1][C:2]1[CH:6]([CH3:7])[S:5][CH2:4][C:3]=1[C:8]([O:10][CH3:11])=[O:9].S(Cl)([Cl:15])(=O)=O. Product: [ClH:15].[NH2:1][C:2]1[C:3]([C:8]([O:10][CH3:11])=[O:9])=[CH:4][S:5][C:6]=1[CH3:7]. The catalyst class is: 2. (3) Reactant: [O:1]1[CH2:6][CH2:5][N:4]([C:7]2[CH:15]=[CH:14][C:10]([C:11]([OH:13])=O)=[CH:9][CH:8]=2)[CH2:3][CH2:2]1.C(N1C=CN=C1)(N1C=CN=C1)=O.[NH2:28][C@@H:29]1[CH2:38][CH2:37][C:36]2[C:31](=[C:32]([N:42]3[CH2:47][CH2:46][N:45]([CH3:48])[CH2:44][CH2:43]3)[CH:33]=[CH:34][C:35]=2[CH2:39][O:40][CH3:41])[CH2:30]1. Product: [NH3:4].[CH3:41][O:40][CH2:39][C:35]1[CH:34]=[CH:33][C:32]([N:42]2[CH2:43][CH2:44][N:45]([CH3:48])[CH2:46][CH2:47]2)=[C:31]2[C:36]=1[CH2:37][CH2:38][C@@H:29]([NH:28][C:11](=[O:13])[C:10]1[CH:9]=[CH:8][C:7]([N:4]3[CH2:3][CH2:2][O:1][CH2:6][CH2:5]3)=[CH:15][CH:14]=1)[CH2:30]2. The catalyst class is: 9. (4) Reactant: [OH:1][CH:2]1[CH2:7][CH2:6][N:5]([C:8]2[N:13]=[N:12][C:11]([C:14]3[CH:15]=[N:16][CH:17]=[C:18]([CH:24]=3)[C:19]([O:21][CH2:22][CH3:23])=[O:20])=[CH:10][CH:9]=2)[CH2:4][CH2:3]1.[I:25][C:26]1[CH:31]=[CH:30][CH:29]=[CH:28][C:27]=1O.N(C(OCC)=O)=NC(OCC)=O.C1(P(C2C=CC=CC=2)C2C=CC=CC=2)C=CC=CC=1. Product: [I:25][C:26]1[CH:31]=[CH:30][CH:29]=[CH:28][C:27]=1[O:1][CH:2]1[CH2:7][CH2:6][N:5]([C:8]2[N:13]=[N:12][C:11]([C:14]3[CH:15]=[N:16][CH:17]=[C:18]([CH:24]=3)[C:19]([O:21][CH2:22][CH3:23])=[O:20])=[CH:10][CH:9]=2)[CH2:4][CH2:3]1. The catalyst class is: 1. (5) Reactant: [CH2:1]([N:3]1[C:12]2[C:7](=[CH:8][C:9]([OH:13])=[CH:10][CH:11]=2)[C:6](=[O:14])[C:5]([C:15]([O:17][CH2:18][CH3:19])=[O:16])=[CH:4]1)[CH3:2].C(=O)([O-])[O-].[K+].[K+].I[CH:27]([OH:29])[CH3:28]. Product: [CH2:18]([O:17][C:15]([C:5]1[C:6](=[O:14])[C:7]2[C:12](=[CH:11][CH:10]=[C:9]([O:13][CH2:28][CH2:27][OH:29])[CH:8]=2)[N:3]([CH2:1][CH3:2])[CH:4]=1)=[O:16])[CH3:19]. The catalyst class is: 3. (6) Reactant: [CH:1]1([C:7]2[CH:12]=[CH:11][C:10]([NH:13][CH2:14][CH:15]3[O:19][C:18]([NH2:20])=[N:17][CH2:16]3)=[CH:9][CH:8]=2)[CH2:6][CH2:5][CH2:4][CH2:3][CH2:2]1.[C:21](OCC)(=[O:24])[C:22]#[CH:23]. Product: [CH:1]1([C:7]2[CH:12]=[CH:11][C:10]([NH:13][CH2:14][CH:15]3[O:19][C:18]4=[N:20][C:21](=[O:24])[CH:22]=[CH:23][N:17]4[CH2:16]3)=[CH:9][CH:8]=2)[CH2:2][CH2:3][CH2:4][CH2:5][CH2:6]1. The catalyst class is: 8.